Dataset: Forward reaction prediction with 1.9M reactions from USPTO patents (1976-2016). Task: Predict the product of the given reaction. (1) Given the reactants C(OC([N:8]1[CH2:14][C@@H:13]2[CH2:15][C@H:9]1[CH2:10][NH:11][CH2:12]2)=O)(C)(C)C.C(N(CC)CC)C.[CH2:23]([N:26]=[C:27]=[O:28])[CH:24]=[CH2:25], predict the reaction product. The product is: [CH2:23]([NH:26][C:27]([N:11]1[CH2:10][C@@H:9]2[CH2:15][C@@H:13]([CH2:14][NH:8]2)[CH2:12]1)=[O:28])[CH:24]=[CH2:25]. (2) The product is: [CH3:12][CH:11]([N:6]1[CH2:5][C:4]2[C:8](=[CH:9][CH:10]=[C:2]([B:17]([OH:20])[OH:18])[CH:3]=2)[CH2:7]1)[CH3:13]. Given the reactants Br[C:2]1[CH:3]=[C:4]2[C:8](=[CH:9][CH:10]=1)[CH2:7][N:6]([CH:11]([CH3:13])[CH3:12])[CH2:5]2.[Mg].II.[B:17](OC)([O:20]C)[O:18]C, predict the reaction product. (3) The product is: [CH:1]1([C@@H:7]([NH:9][C:10]([C:12]2[C:21]3[C:16](=[CH:17][CH:18]=[CH:19][CH:20]=3)[N:15]=[C:14]([C:22]3[CH:27]=[CH:26][CH:25]=[CH:24][CH:23]=3)[C:13]=2[CH2:28][N:29]2[CH2:34][CH2:33][N:32]([CH2:35][CH2:36][O:37][CH2:38][CH2:39][OH:40])[C:31](=[O:47])[CH2:30]2)=[O:11])[CH3:8])[CH2:2][CH2:3][CH2:4][CH2:5][CH2:6]1. Given the reactants [CH:1]1([C@@H:7]([NH:9][C:10]([C:12]2[C:21]3[C:16](=[CH:17][CH:18]=[CH:19][CH:20]=3)[N:15]=[C:14]([C:22]3[CH:27]=[CH:26][CH:25]=[CH:24][CH:23]=3)[C:13]=2[CH2:28][N:29]2[CH2:34][CH2:33][N:32]([CH2:35][CH2:36][O:37][CH2:38][CH2:39][O:40]C3CCCCO3)[C:31](=[O:47])[CH2:30]2)=[O:11])[CH3:8])[CH2:6][CH2:5][CH2:4][CH2:3][CH2:2]1.Cl, predict the reaction product. (4) Given the reactants [CH3:1][O:2][C:3]([CH:5]1[CH2:9][CH:8]([C:10]([O:12][CH3:13])=[O:11])[CH2:7][CH:6]1[C:14]([F:23])([F:22])[C:15]([F:21])([F:20])[S:16]([O-:19])(=[O:18])=[O:17])=[O:4].[Na+].[Cl-].[C:26]1([S+:32]([C:39]2[CH:44]=[CH:43][CH:42]=[CH:41][CH:40]=2)[C:33]2[CH:38]=[CH:37][CH:36]=[CH:35][CH:34]=2)[CH:31]=[CH:30][CH:29]=[CH:28][CH:27]=1, predict the reaction product. The product is: [CH3:1][O:2][C:3]([CH:5]1[CH2:9][CH:8]([C:10]([O:12][CH3:13])=[O:11])[CH2:7][CH:6]1[C:14]([F:23])([F:22])[C:15]([F:20])([F:21])[S:16]([O-:19])(=[O:18])=[O:17])=[O:4].[C:39]1([S+:32]([C:26]2[CH:27]=[CH:28][CH:29]=[CH:30][CH:31]=2)[C:33]2[CH:38]=[CH:37][CH:36]=[CH:35][CH:34]=2)[CH:40]=[CH:41][CH:42]=[CH:43][CH:44]=1.